Dataset: Forward reaction prediction with 1.9M reactions from USPTO patents (1976-2016). Task: Predict the product of the given reaction. (1) Given the reactants [H-].[Na+].[C:3]([O:9][CH2:10][CH3:11])(=[O:8])[CH2:4][C:5]([CH3:7])=[O:6].Br[CH2:13][C:14]([C:16]1[CH:21]=[CH:20][CH:19]=[CH:18][CH:17]=1)=[O:15], predict the reaction product. The product is: [C:5]([CH:4]([CH2:13][C:14](=[O:15])[C:16]1[CH:21]=[CH:20][CH:19]=[CH:18][CH:17]=1)[C:3]([O:9][CH2:10][CH3:11])=[O:8])(=[O:6])[CH3:7]. (2) Given the reactants [CH:1]1([S:4]([N:7]2[CH:11]=[C:10](B3OC(C)(C)C(C)(C)O3)[CH:9]=[N:8]2)(=[O:6])=[O:5])[CH2:3][CH2:2]1.Cl[C:22]1[N:27]=[C:26]([NH:28][C:29]2[N:34]=[CH:33][C:32]3[C:35]([C:41]([NH2:43])=[O:42])=[CH:36][N:37]([CH:38]([CH3:40])[CH3:39])[C:31]=3[CH:30]=2)[CH:25]=[CH:24][N:23]=1.C([O-])([O-])=O.[Na+].[Na+], predict the reaction product. The product is: [CH:1]1([S:4]([N:7]2[CH:11]=[C:10]([C:22]3[N:27]=[C:26]([NH:28][C:29]4[N:34]=[CH:33][C:32]5[C:35]([C:41]([NH2:43])=[O:42])=[CH:36][N:37]([CH:38]([CH3:40])[CH3:39])[C:31]=5[CH:30]=4)[CH:25]=[CH:24][N:23]=3)[CH:9]=[N:8]2)(=[O:5])=[O:6])[CH2:2][CH2:3]1. (3) Given the reactants [C:1]([O:5][C:6](=[O:15])[C:7]([CH2:13][OH:14])([CH2:11][OH:12])[C:8](=[O:10])[CH3:9])([CH3:4])([CH3:3])[CH3:2].[CH3:16][C:17]([CH3:19])=O.COC(OC)(C)C, predict the reaction product. The product is: [C:1]([O:5][C:6]([C:7]1([C:8](=[O:10])[CH3:9])[CH2:11][O:12][C:17]([CH3:19])([CH3:16])[O:14][CH2:13]1)=[O:15])([CH3:4])([CH3:2])[CH3:3].